From a dataset of Full USPTO retrosynthesis dataset with 1.9M reactions from patents (1976-2016). Predict the reactants needed to synthesize the given product. (1) Given the product [CH3:1][O:2][C:3]1[CH:8]=[C:7]([O:9][CH3:10])[CH:6]=[CH:5][C:4]=1[CH:11]1[N:12]([CH3:18])[CH2:13][CH2:14][C:15]([CH3:17])=[CH:16]1, predict the reactants needed to synthesize it. The reactants are: [CH3:1][O:2][C:3]1[CH:8]=[C:7]([O:9][CH3:10])[CH:6]=[CH:5][C:4]=1[CH:11]1[CH:16]=[C:15]([CH3:17])[CH:14]=[CH:13][N:12]1[CH3:18].[BH4-].[Na+]. (2) Given the product [CH:1]1([CH2:5][N:6]2[C:7]3=[N:12][CH:11]=[C:10]([NH:13][C:14](=[O:19])[C:15]([CH3:16])([CH3:17])[CH3:18])[CH:9]=[C:8]3[CH:20]=[C:36]2[CH2:35][C:32]2[CH:33]=[CH:34][C:29]([O:28][CH2:26][CH3:27])=[CH:30][CH:31]=2)[CH2:2][CH2:3][CH2:4]1, predict the reactants needed to synthesize it. The reactants are: [CH:1]1([CH2:5][NH:6][C:7]2[N:12]=[CH:11][C:10]([NH:13][C:14](=[O:19])[C:15]([CH3:18])([CH3:17])[CH3:16])=[CH:9][C:8]=2[CH3:20])[CH2:4][CH2:3][CH2:2]1.C([Li])CCC.[CH2:26]([O:28][C:29]1[CH:34]=[CH:33][C:32]([CH2:35][C:36](OC)=O)=[CH:31][CH:30]=1)[CH3:27]. (3) Given the product [C:1]([O:5][C:6]([N:8]1[CH2:13][CH2:12][C@H:11]([NH:14][C:15]([O:17][CH2:18][C:19]2[CH:20]=[CH:21][CH:22]=[CH:23][CH:24]=2)=[O:16])[C@H:10]([OH:25])[CH2:9]1)=[O:7])([CH3:4])([CH3:2])[CH3:3], predict the reactants needed to synthesize it. The reactants are: [C:1]([O:5][C:6]([N:8]1[CH2:13][CH2:12][C@H:11]([NH:14][C:15]([O:17][CH2:18][C:19]2[CH:24]=[CH:23][CH:22]=[CH:21][CH:20]=2)=[O:16])[C@H:10]([O:25]C(=O)C2C=CC([N+]([O-])=O)=CC=2)[CH2:9]1)=[O:7])([CH3:4])([CH3:3])[CH3:2].[Li+].[OH-]. (4) Given the product [Br:20][C:10]1[CH:11]=[C:12]([O:16][CH:17]([CH3:18])[CH3:19])[C:13]([CH3:15])=[C:14]2[C:9]=1[CH:8]=[CH:7][NH:6][C:5]2=[O:4], predict the reactants needed to synthesize it. The reactants are: C([O:4][C:5]1[C:14]2[C:9](=[C:10]([Br:20])[CH:11]=[C:12]([O:16][CH:17]([CH3:19])[CH3:18])[C:13]=2[CH3:15])[CH:8]=[CH:7][N:6]=1)(=O)C.[OH-].[Na+]. (5) Given the product [CH2:14]([C:2]1[CH:3]=[C:4]([O:10][CH3:11])[CH:5]=[C:6]([O:8][CH3:9])[CH:7]=1)[CH:13]=[CH2:12], predict the reactants needed to synthesize it. The reactants are: Br[C:2]1[CH:3]=[C:4]([O:10][CH3:11])[CH:5]=[C:6]([O:8][CH3:9])[CH:7]=1.[CH2:12](B1OC(C)(C)C(C)(C)O1)[CH:13]=[CH2:14]. (6) Given the product [NH2:30][C@@H:26]([CH2:25][O:24][CH2:17][C:18]1[CH:23]=[CH:22][CH:21]=[CH:20][CH:19]=1)[C:27]([NH:5][C:4]1[CH:6]=[CH:7][C:8]([O:9][C:10]2[CH:15]=[CH:14][C:13]([Cl:16])=[CH:12][CH:11]=2)=[C:2]([Cl:1])[CH:3]=1)=[O:28], predict the reactants needed to synthesize it. The reactants are: [Cl:1][C:2]1[CH:3]=[C:4]([CH:6]=[CH:7][C:8]=1[O:9][C:10]1[CH:15]=[CH:14][C:13]([Cl:16])=[CH:12][CH:11]=1)[NH2:5].[CH2:17]([O:24][CH2:25][C@H:26]([NH:30]C(OC(C)(C)C)=O)[C:27](O)=[O:28])[C:18]1[CH:23]=[CH:22][CH:21]=[CH:20][CH:19]=1.